From a dataset of NCI-60 drug combinations with 297,098 pairs across 59 cell lines. Regression. Given two drug SMILES strings and cell line genomic features, predict the synergy score measuring deviation from expected non-interaction effect. (1) Drug 1: C1CN1C2=NC(=NC(=N2)N3CC3)N4CC4. Drug 2: C1CNP(=O)(OC1)N(CCCl)CCCl. Cell line: SNB-75. Synergy scores: CSS=24.3, Synergy_ZIP=-8.47, Synergy_Bliss=-2.51, Synergy_Loewe=-50.2, Synergy_HSA=-0.0947. (2) Drug 1: CC12CCC(CC1=CCC3C2CCC4(C3CC=C4C5=CN=CC=C5)C)O. Drug 2: CS(=O)(=O)OCCCCOS(=O)(=O)C. Cell line: OVCAR-4. Synergy scores: CSS=7.28, Synergy_ZIP=-3.69, Synergy_Bliss=-5.24, Synergy_Loewe=-8.94, Synergy_HSA=-5.45. (3) Drug 1: CC1=C(C(CCC1)(C)C)C=CC(=CC=CC(=CC(=O)O)C)C. Drug 2: C(CCl)NC(=O)N(CCCl)N=O. Cell line: SW-620. Synergy scores: CSS=19.9, Synergy_ZIP=-3.20, Synergy_Bliss=1.98, Synergy_Loewe=0.150, Synergy_HSA=-1.09. (4) Synergy scores: CSS=41.9, Synergy_ZIP=3.99, Synergy_Bliss=11.8, Synergy_Loewe=13.2, Synergy_HSA=13.3. Drug 2: CC1=C(C(=CC=C1)Cl)NC(=O)C2=CN=C(S2)NC3=CC(=NC(=N3)C)N4CCN(CC4)CCO. Drug 1: C1CCC(C1)C(CC#N)N2C=C(C=N2)C3=C4C=CNC4=NC=N3. Cell line: LOX IMVI. (5) Drug 1: CN1CCC(CC1)COC2=C(C=C3C(=C2)N=CN=C3NC4=C(C=C(C=C4)Br)F)OC. Drug 2: CCN(CC)CCCC(C)NC1=C2C=C(C=CC2=NC3=C1C=CC(=C3)Cl)OC. Cell line: A498. Synergy scores: CSS=20.3, Synergy_ZIP=-8.91, Synergy_Bliss=-4.26, Synergy_Loewe=-3.33, Synergy_HSA=-2.00. (6) Drug 1: CC1CCC2CC(C(=CC=CC=CC(CC(C(=O)C(C(C(=CC(C(=O)CC(OC(=O)C3CCCCN3C(=O)C(=O)C1(O2)O)C(C)CC4CCC(C(C4)OC)O)C)C)O)OC)C)C)C)OC. Drug 2: B(C(CC(C)C)NC(=O)C(CC1=CC=CC=C1)NC(=O)C2=NC=CN=C2)(O)O. Cell line: DU-145. Synergy scores: CSS=54.0, Synergy_ZIP=-0.872, Synergy_Bliss=0.116, Synergy_Loewe=-6.84, Synergy_HSA=2.03. (7) Drug 1: COC1=CC(=CC(=C1O)OC)C2C3C(COC3=O)C(C4=CC5=C(C=C24)OCO5)OC6C(C(C7C(O6)COC(O7)C8=CC=CS8)O)O. Drug 2: C1=NC2=C(N1)C(=S)N=C(N2)N. Cell line: PC-3. Synergy scores: CSS=35.7, Synergy_ZIP=-14.8, Synergy_Bliss=-9.41, Synergy_Loewe=-9.15, Synergy_HSA=-6.74.